Dataset: Reaction yield outcomes from USPTO patents with 853,638 reactions. Task: Predict the reaction yield, written as a fraction of the theoretical maximum amount of product (1.0 means a 100% yield; for example, 0.34 means a 34% yield). The reactants are [O:1]1[CH2:6][CH2:5][N:4]([C:7]2[C:16]3[C:11](=[CH:12][CH:13]=[C:14](B(O)O)[CH:15]=3)[N:10]=[CH:9][CH:8]=2)[CH2:3][CH2:2]1.C([O-])([O-])=O.[Na+].[Na+].Br[C:27]1[CH:28]=[C:29]([CH2:34][OH:35])[C:30]([Cl:33])=[N:31][CH:32]=1. The catalyst is COCCOC.O.C1C=CC(P(C2C=CC=CC=2)[C-]2C=CC=C2)=CC=1.C1C=CC(P(C2C=CC=CC=2)[C-]2C=CC=C2)=CC=1.Cl[Pd]Cl.[Fe+2]. The product is [Cl:33][C:30]1[C:29]([CH2:34][OH:35])=[CH:28][C:27]([C:14]2[CH:15]=[C:16]3[C:11](=[CH:12][CH:13]=2)[N:10]=[CH:9][CH:8]=[C:7]3[N:4]2[CH2:5][CH2:6][O:1][CH2:2][CH2:3]2)=[CH:32][N:31]=1. The yield is 0.940.